From a dataset of Forward reaction prediction with 1.9M reactions from USPTO patents (1976-2016). Predict the product of the given reaction. (1) Given the reactants Cl.Cl.Cl.[N:4]1[CH:9]=[CH:8][CH:7]=[CH:6][C:5]=1[CH2:10][C@H:11]([C:13]([N:15]1[CH2:20][CH2:19][CH:18]([CH:21]2[CH2:26][CH2:25][N:24]([CH3:27])[CH2:23][CH2:22]2)[CH2:17][CH2:16]1)=[O:14])[NH2:12].[NH:28]1[C:36]2[C:31](=[CH:32][CH:33]=[C:34]([C:37](O)=[O:38])[CH:35]=2)[CH:30]=[CH:29]1, predict the reaction product. The product is: [NH:28]1[C:36]2[C:31](=[CH:32][CH:33]=[C:34]([C:37]([NH:12][C@@H:11]([C:13]([N:15]3[CH2:16][CH2:17][CH:18]([CH:21]4[CH2:26][CH2:25][N:24]([CH3:27])[CH2:23][CH2:22]4)[CH2:19][CH2:20]3)=[O:14])[CH2:10][C:5]3[CH:6]=[CH:7][CH:8]=[CH:9][N:4]=3)=[O:38])[CH:35]=2)[CH:30]=[CH:29]1. (2) Given the reactants [Br:1][C:2]1[CH:3]=[C:4]([N:9]2[C:13](=[O:14])[O:12][N:11]=[C:10]2[C:15]2[C:19]([NH:20][CH2:21][CH2:22][CH2:23][O:24]C)=[N:18][O:17][N:16]=2)[CH:5]=[CH:6][C:7]=1[F:8].B(Br)(Br)Br, predict the reaction product. The product is: [Br:1][C:2]1[CH:3]=[C:4]([N:9]2[C:13](=[O:14])[O:12][N:11]=[C:10]2[C:15]2[C:19]([NH:20][CH2:21][CH2:22][CH2:23][OH:24])=[N:18][O:17][N:16]=2)[CH:5]=[CH:6][C:7]=1[F:8]. (3) Given the reactants [C:1](=[O:4])([O-])[O-].[K+].[K+].[Cl:7][C:8]1[CH:9]=[C:10]([C:14]2[N:15]=[CH:16][C:17]3[CH2:18][CH2:19][C:20]([CH3:31])([CH3:30])[C:21]4([C:27](=[O:28])[NH:26][C:25](=O)[NH:24]4)[C:22]=3[CH:23]=2)[CH:11]=[CH:12][CH:13]=1.CN(C)C=O.IC, predict the reaction product. The product is: [Cl:7][C:8]1[CH:9]=[C:10]([C:14]2[N:15]=[CH:16][C:17]3[CH2:18][CH2:19][C:20]([CH3:31])([CH3:30])[C:21]4([C:27](=[O:28])[N:26]([CH3:25])[C:1](=[O:4])[NH:24]4)[C:22]=3[CH:23]=2)[CH:11]=[CH:12][CH:13]=1. (4) Given the reactants [OH-].[Na+].[F:3][C:4]1[CH:45]=[CH:44][C:7]([CH2:8][NH:9][C:10]([NH:12][C:13]2[CH:22]=[CH:21][C:20]([C:23]([C:25]3[N:29]4[CH:30]=[CH:31][CH:32]=[CH:33][C:28]4=[C:27]([C:34]4[CH:39]=[CH:38][CH:37]=[C:36]([C:40]([O:42]C)=[O:41])[CH:35]=4)[N:26]=3)=[O:24])=[CH:19][C:14]=2[C:15](OC)=[O:16])=[O:11])=[CH:6][CH:5]=1.Cl, predict the reaction product. The product is: [F:3][C:4]1[CH:5]=[CH:6][C:7]([CH2:8][N:9]2[C:15](=[O:16])[C:14]3[C:13](=[CH:22][CH:21]=[C:20]([C:23]([C:25]4[N:29]5[CH:30]=[CH:31][CH:32]=[CH:33][C:28]5=[C:27]([C:34]5[CH:35]=[C:36]([CH:37]=[CH:38][CH:39]=5)[C:40]([OH:42])=[O:41])[N:26]=4)=[O:24])[CH:19]=3)[NH:12][C:10]2=[O:11])=[CH:44][CH:45]=1. (5) The product is: [Br:8][C:6]1[N:7]=[C:2]([NH:25][C:24]([CH3:40])([C:26]2[CH:31]=[CH:30][CH:29]=[CH:28][C:27]=2[O:32][CH2:33][C:34]2[CH:39]=[CH:38][CH:37]=[CH:36][CH:35]=2)[CH3:23])[C:3](=[O:22])[N:4]([C:9]2[CH:10]=[C:11]([CH:17]=[C:18]([F:21])[C:19]=2[CH3:20])[C:12]([O:14][CH2:15][CH3:16])=[O:13])[CH:5]=1. Given the reactants Br[C:2]1[C:3](=[O:22])[N:4]([C:9]2[CH:10]=[C:11]([CH:17]=[C:18]([F:21])[C:19]=2[CH3:20])[C:12]([O:14][CH2:15][CH3:16])=[O:13])[CH:5]=[C:6]([Br:8])[N:7]=1.[CH3:23][C:24]([CH3:40])([C:26]1[CH:31]=[CH:30][CH:29]=[CH:28][C:27]=1[O:32][CH2:33][C:34]1[CH:39]=[CH:38][CH:37]=[CH:36][CH:35]=1)[NH2:25].C(N(C(C)C)C(C)C)C, predict the reaction product. (6) Given the reactants [Br:1][C:2]1[CH:3]=[C:4]2[C:8](=[CH:9][CH:10]=1)[NH:7][CH:6]([C@@H:11]([OH:18])[CH2:12][N:13]1[CH:17]=[CH:16][N:15]=[N:14]1)[CH2:5]2.CCN(CC)CC.[C:26](Cl)(Cl)=[O:27], predict the reaction product. The product is: [N:13]1([CH2:12][C@H:11]2[CH:6]3[CH2:5][C:4]4[CH:3]=[C:2]([Br:1])[CH:10]=[CH:9][C:8]=4[N:7]3[C:26](=[O:27])[O:18]2)[CH:17]=[CH:16][N:15]=[N:14]1.